Dataset: Reaction yield outcomes from USPTO patents with 853,638 reactions. Task: Predict the reaction yield, written as a fraction of the theoretical maximum amount of product (1.0 means a 100% yield; for example, 0.34 means a 34% yield). (1) The reactants are [F:1][C:2]([F:36])([F:35])[C:3]1[CH:4]=[C:5]([C:9]#[C:10][C:11]2[N:15]3[CH:16]=[CH:17][CH:18]=[CH:19][C:14]3=[N:13][C:12]=2[CH2:20][NH:21][C:22](=[O:34])[NH:23][C:24]2[CH:25]=[C:26]([CH:31]=[CH:32][CH:33]=2)[C:27]([O:29]C)=[O:28])[CH:6]=[CH:7][CH:8]=1.[OH-].[Na+].C(O)(=O)C. The catalyst is CO.O1CCCC1.O. The product is [F:36][C:2]([F:1])([F:35])[C:3]1[CH:4]=[C:5]([C:9]#[C:10][C:11]2[N:15]3[CH:16]=[CH:17][CH:18]=[CH:19][C:14]3=[N:13][C:12]=2[CH2:20][NH:21][C:22](=[O:34])[NH:23][C:24]2[CH:25]=[C:26]([CH:31]=[CH:32][CH:33]=2)[C:27]([OH:29])=[O:28])[CH:6]=[CH:7][CH:8]=1. The yield is 0.700. (2) The reactants are [NH2:1][C:2](=[O:16])[C@@H:3]([NH:5][C:6]1[N:11]=[C:10](Cl)[N:9]=[C:8]([C:13]([NH2:15])=[O:14])[CH:7]=1)[CH3:4].CC1(C)C(C)(C)OB([C:25]2[CH:30]=[CH:29][C:28]([O:31][C:32]3[CH:37]=[CH:36][C:35]([C:38]([F:41])([F:40])[F:39])=[CH:34][CH:33]=3)=[CH:27][CH:26]=2)O1.C([O-])([O-])=O.[Na+].[Na+]. The catalyst is O1CCOCC1.C1C=CC(P(C2C=CC=CC=2)[C-]2C=CC=C2)=CC=1.C1C=CC(P(C2C=CC=CC=2)[C-]2C=CC=C2)=CC=1.Cl[Pd]Cl.[Fe+2]. The product is [NH2:1][C:2](=[O:16])[C@@H:3]([NH:5][C:6]1[N:11]=[C:10]([C:25]2[CH:26]=[CH:27][C:28]([O:31][C:32]3[CH:37]=[CH:36][C:35]([C:38]([F:39])([F:40])[F:41])=[CH:34][CH:33]=3)=[CH:29][CH:30]=2)[N:9]=[C:8]([C:13]([NH2:15])=[O:14])[CH:7]=1)[CH3:4]. The yield is 0.640.